From a dataset of NCI-60 drug combinations with 297,098 pairs across 59 cell lines. Regression. Given two drug SMILES strings and cell line genomic features, predict the synergy score measuring deviation from expected non-interaction effect. (1) Drug 1: C1=CC=C(C(=C1)C(C2=CC=C(C=C2)Cl)C(Cl)Cl)Cl. Drug 2: COC1=C2C(=CC3=C1OC=C3)C=CC(=O)O2. Cell line: HS 578T. Synergy scores: CSS=-2.75, Synergy_ZIP=0.794, Synergy_Bliss=-1.68, Synergy_Loewe=-2.92, Synergy_HSA=-3.31. (2) Drug 1: CCC1(CC2CC(C3=C(CCN(C2)C1)C4=CC=CC=C4N3)(C5=C(C=C6C(=C5)C78CCN9C7C(C=CC9)(C(C(C8N6C)(C(=O)OC)O)OC(=O)C)CC)OC)C(=O)OC)O.OS(=O)(=O)O. Drug 2: CC1CCC2CC(C(=CC=CC=CC(CC(C(=O)C(C(C(=CC(C(=O)CC(OC(=O)C3CCCCN3C(=O)C(=O)C1(O2)O)C(C)CC4CCC(C(C4)OC)O)C)C)O)OC)C)C)C)OC. Cell line: LOX IMVI. Synergy scores: CSS=3.06, Synergy_ZIP=0.802, Synergy_Bliss=2.23, Synergy_Loewe=1.12, Synergy_HSA=0.671. (3) Drug 1: C1=C(C(=O)NC(=O)N1)N(CCCl)CCCl. Drug 2: CCC1(C2=C(COC1=O)C(=O)N3CC4=CC5=C(C=CC(=C5CN(C)C)O)N=C4C3=C2)O.Cl. Cell line: SNB-19. Synergy scores: CSS=37.4, Synergy_ZIP=-2.53, Synergy_Bliss=1.19, Synergy_Loewe=-8.66, Synergy_HSA=3.80. (4) Drug 1: CC1=C(C(CCC1)(C)C)C=CC(=CC=CC(=CC(=O)O)C)C. Drug 2: CCC1(C2=C(COC1=O)C(=O)N3CC4=CC5=C(C=CC(=C5CN(C)C)O)N=C4C3=C2)O.Cl. Cell line: NCI-H460. Synergy scores: CSS=64.0, Synergy_ZIP=0.277, Synergy_Bliss=-0.374, Synergy_Loewe=-43.0, Synergy_HSA=-0.151. (5) Drug 1: C1C(C(OC1N2C=NC3=C(N=C(N=C32)Cl)N)CO)O. Drug 2: CC12CCC3C(C1CCC2O)C(CC4=C3C=CC(=C4)O)CCCCCCCCCS(=O)CCCC(C(F)(F)F)(F)F. Cell line: SW-620. Synergy scores: CSS=32.0, Synergy_ZIP=-5.18, Synergy_Bliss=0.514, Synergy_Loewe=-33.1, Synergy_HSA=0.779. (6) Drug 1: CC1=CC=C(C=C1)C2=CC(=NN2C3=CC=C(C=C3)S(=O)(=O)N)C(F)(F)F. Drug 2: CC1CCC2CC(C(=CC=CC=CC(CC(C(=O)C(C(C(=CC(C(=O)CC(OC(=O)C3CCCCN3C(=O)C(=O)C1(O2)O)C(C)CC4CCC(C(C4)OC)O)C)C)O)OC)C)C)C)OC. Cell line: HL-60(TB). Synergy scores: CSS=-9.51, Synergy_ZIP=10.2, Synergy_Bliss=7.50, Synergy_Loewe=-15.2, Synergy_HSA=-15.2. (7) Drug 1: COC1=NC(=NC2=C1N=CN2C3C(C(C(O3)CO)O)O)N. Drug 2: CCCCC(=O)OCC(=O)C1(CC(C2=C(C1)C(=C3C(=C2O)C(=O)C4=C(C3=O)C=CC=C4OC)O)OC5CC(C(C(O5)C)O)NC(=O)C(F)(F)F)O. Cell line: HL-60(TB). Synergy scores: CSS=66.9, Synergy_ZIP=1.57, Synergy_Bliss=0.202, Synergy_Loewe=0.0887, Synergy_HSA=4.00.